Dataset: Peptide-MHC class I binding affinity with 185,985 pairs from IEDB/IMGT. Task: Regression. Given a peptide amino acid sequence and an MHC pseudo amino acid sequence, predict their binding affinity value. This is MHC class I binding data. The MHC is HLA-A24:02 with pseudo-sequence HLA-A24:02. The binding affinity (normalized) is 0.343. The peptide sequence is KSFQWTQAL.